This data is from Catalyst prediction with 721,799 reactions and 888 catalyst types from USPTO. The task is: Predict which catalyst facilitates the given reaction. Reactant: [Br:1][C:2]1[CH:3]=[C:4]2[C:8](=[CH:9][CH:10]=1)[CH2:7][NH:6][CH2:5]2.[O:11](C(OC(C)(C)C)=O)[C:12]([O:14][C:15]([CH3:18])([CH3:17])[CH3:16])=O. Product: [Br:1][C:2]1[CH:3]=[C:4]2[C:8](=[CH:9][CH:10]=1)[CH2:7][N:6]([C:12]([O:14][C:15]([CH3:18])([CH3:17])[CH3:16])=[O:11])[CH2:5]2. The catalyst class is: 239.